This data is from Forward reaction prediction with 1.9M reactions from USPTO patents (1976-2016). The task is: Predict the product of the given reaction. (1) Given the reactants [CH:1]1[C:13]2[CH:12]([CH2:14][O:15][C:16](=[O:28])[NH:17][CH:18]3[CH2:23][CH2:22][CH:21]([C:24](=O)[CH2:25]Br)[CH2:20][CH2:19]3)[C:11]3[C:6](=[CH:7][CH:8]=[CH:9][CH:10]=3)[C:5]=2[CH:4]=[CH:3][CH:2]=1.[C:29]([NH2:32])(=[S:31])[CH3:30], predict the reaction product. The product is: [CH:3]1[C:4]2[CH:12]([CH2:14][O:15][C:16](=[O:28])[NH:17][CH:18]3[CH2:19][CH2:20][CH:21]([C:24]4[N:32]=[C:29]([CH3:30])[S:31][CH:25]=4)[CH2:22][CH2:23]3)[C:11]3[C:6](=[CH:7][CH:8]=[CH:9][CH:10]=3)[C:5]=2[CH:13]=[CH:1][CH:2]=1. (2) Given the reactants ClC1C=CC(SCC)=C(CN)C=1.NC1C=CC(OC(F)(F)F)=CC=1[C:16]([NH:18][CH2:19][C:20]1[CH:25]=[C:24]([Cl:26])[CH:23]=[CH:22][C:21]=1[S:27][CH2:28][CH3:29])=O.[NH2:39][C:40]1[C:48]([Cl:49])=[CH:47][C:46]([C:50]([F:53])([F:52])[F:51])=[CH:45][C:41]=1[C:42]([OH:44])=O.C1C=CC2N(O)N=NC=2C=1, predict the reaction product. The product is: [Cl:49][C:48]1[CH:47]=[C:46]([C:50]([F:53])([F:52])[F:51])[CH:45]=[C:41]2[C:40]=1[N:39]=[CH:16][N:18]([CH2:19][C:20]1[CH:25]=[C:24]([Cl:26])[CH:23]=[CH:22][C:21]=1[S:27][CH2:28][CH3:29])[C:42]2=[O:44]. (3) Given the reactants [Cl:1][CH2:2][C:3]1[C:4]([C:19](Cl)=[O:20])=[N:5][O:6][C:7]=1[C:8]1[CH:13]=[CH:12][C:11]([C:14]([F:17])([F:16])[F:15])=[C:10]([F:18])[CH:9]=1.[NH2:22][C@@H:23]1[CH2:28][CH2:27][CH2:26][C@H:25]([OH:29])[CH2:24]1.C(N(CC)CC)C.C(=O)(O)[O-].[Na+], predict the reaction product. The product is: [Cl:1][CH2:2][C:3]1[C:4]([C:19]([NH:22][C@@H:23]2[CH2:28][CH2:27][CH2:26][C@H:25]([OH:29])[CH2:24]2)=[O:20])=[N:5][O:6][C:7]=1[C:8]1[CH:13]=[CH:12][C:11]([C:14]([F:17])([F:16])[F:15])=[C:10]([F:18])[CH:9]=1. (4) Given the reactants [O:1]1[C:5]2[CH:6]=[CH:7][C:8]([N:10]([CH3:35])[C:11](=[O:34])[C@@H:12]([NH:20][C:21]([NH:23][S:24]([C:27]3[CH:32]=[CH:31][CH:30]=[CH:29][C:28]=3Br)(=[O:26])=[O:25])=[O:22])[CH2:13][C:14]3[CH:19]=[CH:18][CH:17]=[CH:16][CH:15]=3)=[CH:9][C:4]=2[O:3][CH2:2]1.[CH3:36][C:37]1(C)[C:41](C)(C)OB(C(C)=C)O1.C([O-])([O-])=O.[K+].[K+], predict the reaction product. The product is: [O:1]1[C:5]2[CH:6]=[CH:7][C:8]([N:10]([CH3:35])[C:11](=[O:34])[C@@H:12]([NH:20][C:21]([NH:23][S:24]([C:27]3[CH:32]=[CH:31][CH:30]=[CH:29][C:28]=3[C:37]([CH3:41])=[CH2:36])(=[O:26])=[O:25])=[O:22])[CH2:13][C:14]3[CH:19]=[CH:18][CH:17]=[CH:16][CH:15]=3)=[CH:9][C:4]=2[O:3][CH2:2]1. (5) Given the reactants [CH3:1][N:2]([CH:10]1[CH2:15][CH2:14][CH:13]([N:16]2[C:25]3[C:20](=[CH:21][C:22]([NH:26][C:27]([C:29]4[S:30][CH:31]=[CH:32][CH:33]=4)=[NH:28])=[CH:23][CH:24]=3)[CH2:19][CH2:18][CH2:17]2)[CH2:12][CH2:11]1)C(=O)OC(C)(C)C.N1CCC(N2CCCCC3C=C(NC(C4SC=CC=4)=N)C=CC2=3)C1, predict the reaction product. The product is: [CH3:1][NH:2][CH:10]1[CH2:11][CH2:12][CH:13]([N:16]2[C:25]3[C:20](=[CH:21][C:22]([NH:26][C:27]([C:29]4[S:30][CH:31]=[CH:32][CH:33]=4)=[NH:28])=[CH:23][CH:24]=3)[CH2:19][CH2:18][CH2:17]2)[CH2:14][CH2:15]1.